Dataset: Full USPTO retrosynthesis dataset with 1.9M reactions from patents (1976-2016). Task: Predict the reactants needed to synthesize the given product. Given the product [Cl:18][C:16]1[CH:15]=[CH:14][C:12]2[N:13]=[C:9]([NH:8][C:5]3[CH:6]=[CH:7][C:2]([C:44]4[CH:45]=[CH:46][C:47]([C:48]([C@@H:50]5[CH2:54][CH2:53][CH2:52][C@H:51]5[C:55]([OH:57])=[O:56])=[O:49])=[CH:58][CH:59]=4)=[CH:3][C:4]=3[F:19])[S:10][C:11]=2[CH:17]=1, predict the reactants needed to synthesize it. The reactants are: I[C:2]1[CH:7]=[CH:6][C:5]([NH:8][C:9]2[S:10][C:11]3[CH:17]=[C:16]([Cl:18])[CH:15]=[CH:14][C:12]=3[N:13]=2)=[C:4]([F:19])[CH:3]=1.B1(B2OC(C)(C)C(C)(C)O2)OC(C)(C)C(C)(C)O1.CC([O-])=O.[K+].Br[C:44]1[CH:59]=[CH:58][C:47]([C:48]([C@@H:50]2[CH2:54][CH2:53][CH2:52][C@H:51]2[C:55]([OH:57])=[O:56])=[O:49])=[CH:46][CH:45]=1.C([O-])([O-])=O.[Cs+].[Cs+].